From a dataset of Full USPTO retrosynthesis dataset with 1.9M reactions from patents (1976-2016). Predict the reactants needed to synthesize the given product. (1) Given the product [F:9][C:6]1[CH:5]=[C:4]([CH:10]([NH:12][C:13]2[N:21]=[CH:20][N:19]=[C:18]3[C:14]=2[N:15]=[CH:16][NH:17]3)[CH3:11])[C:3]([O:28][CH3:29])=[C:2]([C:37]2[CH:38]=[CH:39][C:34]([S:31]([CH3:30])(=[O:33])=[O:32])=[CH:35][CH:36]=2)[C:7]=1[CH3:8], predict the reactants needed to synthesize it. The reactants are: Br[C:2]1[C:3]([O:28][CH3:29])=[C:4]([CH:10]([NH:12][C:13]2[N:21]=[CH:20][N:19]=[C:18]3[C:14]=2[N:15]=[CH:16][N:17]3C2CCCCO2)[CH3:11])[CH:5]=[C:6]([F:9])[C:7]=1[CH3:8].[CH3:30][S:31]([C:34]1[CH:39]=[CH:38][C:37](B(O)O)=[CH:36][CH:35]=1)(=[O:33])=[O:32].C(=O)([O-])[O-].[K+].[K+].Cl. (2) Given the product [CH3:23][C:18]1([CH3:24])[C:19]([CH3:22])([CH3:21])[O:20][B:16]([C:2]2[CH:3]=[C:4]([NH:8][C:9](=[O:15])[O:10][C:11]([CH3:14])([CH3:13])[CH3:12])[CH:5]=[N:6][CH:7]=2)[O:17]1, predict the reactants needed to synthesize it. The reactants are: Br[C:2]1[CH:3]=[C:4]([NH:8][C:9](=[O:15])[O:10][C:11]([CH3:14])([CH3:13])[CH3:12])[CH:5]=[N:6][CH:7]=1.[B:16]1([B:16]2[O:20][C:19]([CH3:22])([CH3:21])[C:18]([CH3:24])([CH3:23])[O:17]2)[O:20][C:19]([CH3:22])([CH3:21])[C:18]([CH3:24])([CH3:23])[O:17]1.C([O-])(=O)C.[K+]. (3) Given the product [N:25]1([CH2:24][CH2:23][O:22][C:21]2[CH:20]=[CH:19][C:18]([O:17][C:16]3[C:12]4[C:13](=[CH:44][C:9]([O:8][CH3:1])=[CH:10][CH:11]=4)[CH:48]=[CH:47][C:15]=3[C:33]3[CH:34]=[CH:35][C:36]([S:39]([CH:42]4[CH2:67][CH2:66]4)(=[O:41])=[O:40])=[CH:37][CH:38]=3)=[CH:32][CH:31]=2)[CH2:30][CH2:29][CH2:28][CH2:27][CH2:26]1, predict the reactants needed to synthesize it. The reactants are: [CH2:1]([O:8][C:9]1[CH:10]=[CH:11][C:12]2[C:16]([O:17][C:18]3[CH:32]=[CH:31][C:21]([O:22][CH2:23][CH2:24][N:25]4[CH2:30][CH2:29][CH2:28][CH2:27][CH2:26]4)=[CH:20][CH:19]=3)=[C:15]([C:33]3[CH:38]=[CH:37][C:36]([S:39]([CH3:42])(=[O:41])=[O:40])=[C:35](F)[CH:34]=3)S[C:13]=2[CH:44]=1)C1C=CC=CC=1.[F-].[Cs+].[CH:47]1(P(C2CCCCC2)C2CCCCC2)CCCC[CH2:48]1.[C:66](#N)[CH3:67].